From a dataset of Full USPTO retrosynthesis dataset with 1.9M reactions from patents (1976-2016). Predict the reactants needed to synthesize the given product. The reactants are: Cl[C:2]1[N:7]=[C:6]([C:8]2[CH:13]=[CH:12][C:11]([OH:14])=[CH:10][CH:9]=2)[CH:5]=[N:4][CH:3]=1.[NH2:15][C:16]1[CH:24]=[CH:23][C:19]([C:20]([OH:22])=[O:21])=[CH:18][C:17]=1[O:25][CH3:26].CC1(C)C2C(=C(P(C3C=CC=CC=3)C3C=CC=CC=3)C=CC=2)OC2C(P(C3C=CC=CC=3)C3C=CC=CC=3)=CC=CC1=2. Given the product [OH:14][C:11]1[CH:12]=[CH:13][C:8]([C:6]2[N:7]=[C:2]([NH:15][C:16]3[CH:24]=[CH:23][C:19]([C:20]([OH:22])=[O:21])=[CH:18][C:17]=3[O:25][CH3:26])[CH:3]=[N:4][CH:5]=2)=[CH:9][CH:10]=1, predict the reactants needed to synthesize it.